This data is from Full USPTO retrosynthesis dataset with 1.9M reactions from patents (1976-2016). The task is: Predict the reactants needed to synthesize the given product. (1) Given the product [OH:21][CH:18]1[CH2:19][CH2:20][N:15]([C:3]2([CH3:1])[CH2:7][CH2:6][N:5]([C:8]([O:10][C:11]([CH3:14])([CH3:13])[CH3:12])=[O:9])[CH2:4]2)[CH2:16][CH2:17]1, predict the reactants needed to synthesize it. The reactants are: [C:1]([C:3]1([N:15]2[CH2:20][CH2:19][CH:18]([OH:21])[CH2:17][CH2:16]2)[CH2:7][CH2:6][N:5]([C:8]([O:10][C:11]([CH3:14])([CH3:13])[CH3:12])=[O:9])[CH2:4]1)#N.C[Mg]Br. (2) Given the product [Cl:1][C:2]1[CH:3]=[CH:4][C:5]([C:8](=[CH:18][C:15]2[CH:16]=[CH:17][N:12]=[CH:13][CH:14]=2)[C:9]([OH:11])=[O:10])=[CH:6][CH:7]=1, predict the reactants needed to synthesize it. The reactants are: [Cl:1][C:2]1[CH:7]=[CH:6][C:5]([CH2:8][C:9]([OH:11])=[O:10])=[CH:4][CH:3]=1.[N:12]1[CH:17]=[CH:16][C:15]([CH:18]=O)=[CH:14][CH:13]=1.C(OC(=O)C)(=O)C.C(N(CC)CC)C. (3) Given the product [CH3:10][C:4]1[N:5]=[CH:6][C:7]2[CH:8]=[C:12]([C:13]([O:15][CH2:16][CH3:17])=[O:14])[C:11](=[O:18])[NH:1][C:2]=2[N:3]=1, predict the reactants needed to synthesize it. The reactants are: [NH2:1][C:2]1[C:7]([CH:8]=O)=[CH:6][N:5]=[C:4]([CH3:10])[N:3]=1.[C:11](OCC)(=[O:18])[CH2:12][C:13]([O:15][CH2:16][CH3:17])=[O:14].C(=O)([O-])[O-].[K+].[K+].C(N(CC)CC)C. (4) Given the product [CH3:56][N:57]([CH:58]1[CH2:63][CH2:62][N:61]([CH3:64])[CH2:60][CH2:59]1)[C:30]([C:26]1[C:25]([CH3:33])=[C:24](/[CH:23]=[C:16]2\[C:17](=[O:22])[NH:18][C:19]3[C:15]\2=[CH:14][C:13]([S:10]([CH2:9][C:3]2[C:2]([Cl:1])=[CH:7][CH:6]=[CH:5][C:4]=2[Cl:8])(=[O:11])=[O:12])=[CH:21][CH:20]=3)[NH:28][C:27]=1[CH3:29])=[O:32], predict the reactants needed to synthesize it. The reactants are: [Cl:1][C:2]1[CH:7]=[CH:6][CH:5]=[C:4]([Cl:8])[C:3]=1[CH2:9][S:10]([C:13]1[CH:14]=[C:15]2[C:19](=[CH:20][CH:21]=1)[NH:18][C:17](=[O:22])/[C:16]/2=[CH:23]\[C:24]1[NH:28][C:27]([CH3:29])=[C:26]([C:30]([OH:32])=O)[C:25]=1[CH3:33])(=[O:12])=[O:11].C1C=CC2N(O)N=NC=2C=1.CCN=C=NCCCN(C)C.Cl.[CH3:56][NH:57][CH:58]1[CH2:63][CH2:62][N:61]([CH3:64])[CH2:60][CH2:59]1. (5) Given the product [C:1]([O:16][CH2:15][CH3:14])(=[O:10])[CH:2]=[CH:3][C:4]1[CH:9]=[CH:8][CH:7]=[CH:6][CH:5]=1, predict the reactants needed to synthesize it. The reactants are: [CH:1](=[O:10])[CH:2]=[CH:3][C:4]1[CH:9]=[CH:8][CH:7]=[CH:6][CH:5]=1.C(C1C(=O)C(Cl)=C(Cl)[C:15](=[O:16])[C:14]=1C#N)#N.CCO.O.[O-2].[O-2].[O-2].O=[Si]=O.O=[Si]=O.O=[Si]=O.O=[Si]=O.[Al+3].[Al+3]. (6) The reactants are: [F:1][CH:2]([CH:8](O)[C:9]1[CH:14]=[CH:13][C:12]([C:15]2[N:19]=[CH:18][N:17]([C:20]3[CH:25]=[CH:24][C:23]([O:26][C:27]([F:30])([F:29])[F:28])=[CH:22][CH:21]=3)[N:16]=2)=[CH:11][CH:10]=1)[C:3]([O:5][CH2:6][CH3:7])=[O:4].COCCN(S(F)(F)[F:42])CCOC. Given the product [F:1][CH:2]([CH:8]([F:42])[C:9]1[CH:14]=[CH:13][C:12]([C:15]2[N:19]=[CH:18][N:17]([C:20]3[CH:21]=[CH:22][C:23]([O:26][C:27]([F:28])([F:30])[F:29])=[CH:24][CH:25]=3)[N:16]=2)=[CH:11][CH:10]=1)[C:3]([O:5][CH2:6][CH3:7])=[O:4], predict the reactants needed to synthesize it.